Dataset: Forward reaction prediction with 1.9M reactions from USPTO patents (1976-2016). Task: Predict the product of the given reaction. (1) Given the reactants [NH2:1][C:2]1[CH:7]=[CH:6][C:5]([CH2:8][C:9]([NH:11][CH2:12][CH2:13][N:14]([CH3:16])[CH3:15])=[O:10])=[CH:4][C:3]=1Br.C1(P(C2CCCCC2)C2C=CC=C[C:26]=2[C:31]2[C:36](OC)=[CH:35][CH:34]=[CH:33][C:32]=2OC)CCCCC1.[O-]P([O-])([O-])=O.[K+].[K+].[K+].O1CCOC[CH2:56]1, predict the reaction product. The product is: [NH2:1][C:2]1[CH:7]=[CH:6][C:5]([CH2:8][C:9]([NH:11][CH2:12][CH2:13][N:14]([CH3:16])[CH3:15])=[O:10])=[CH:4][C:3]=1[C:34]1[CH2:33][CH2:32][C:31]([CH3:26])([CH3:56])[CH2:36][CH:35]=1. (2) The product is: [NH2:18][C:10]1[O:11][C@H:12]([C:14]([F:17])([F:15])[F:16])[CH2:13][C@:8]([C:6]2[CH:7]=[C:2]([NH:1][C:31]([C:24]3[C:23]([Cl:22])=[CH:28][C:27]([C:29]#[N:30])=[CH:26][N:25]=3)=[O:32])[CH:3]=[CH:4][C:5]=2[F:21])([CH2:19][F:20])[N:9]=1. Given the reactants [NH2:1][C:2]1[CH:3]=[CH:4][C:5]([F:21])=[C:6]([C@:8]2([CH2:19][F:20])[CH2:13][C@@H:12]([C:14]([F:17])([F:16])[F:15])[O:11][C:10]([NH2:18])=[N:9]2)[CH:7]=1.[Cl:22][C:23]1[C:24]([C:31](O)=[O:32])=[N:25][CH:26]=[C:27]([C:29]#[N:30])[CH:28]=1.[Cl-].COC1N=C(OC)N=C([N+]2(C)CCOCC2)N=1, predict the reaction product. (3) Given the reactants [Br:1][C:2]1[CH:3]=[C:4]2[NH:10][CH:9]=[CH:8][C:5]2=[N:6][CH:7]=1.[S:11](Cl)([C:14]1[CH:20]=[CH:19][C:17]([CH3:18])=[CH:16][CH:15]=1)(=[O:13])=[O:12], predict the reaction product. The product is: [Br:1][C:2]1[CH:3]=[C:4]2[N:10]([S:11]([C:14]3[CH:20]=[CH:19][C:17]([CH3:18])=[CH:16][CH:15]=3)(=[O:13])=[O:12])[CH:9]=[CH:8][C:5]2=[N:6][CH:7]=1. (4) Given the reactants [CH:1]([C:4]1[O:8][N:7]=[C:6]([CH2:9][CH2:10][NH2:11])[N:5]=1)([CH3:3])[CH3:2].[CH2:12]([N:14](CC)CC)C.[C:19]([NH:22][C:23]1[S:24][C:25]([C:29]2[N:30]=[C:31]([C:34](NCC3CCCO3)=O)[S:32][CH:33]=2)=[C:26]([CH3:28])[N:27]=1)(=[O:21])C, predict the reaction product. The product is: [C:12]([CH2:34][C:31]1[S:32][CH:33]=[C:29]([C:25]2[S:24][C:23]([NH:22][C:19]([NH:11][CH2:10][CH2:9][C:6]3[N:5]=[C:4]([CH:1]([CH3:3])[CH3:2])[O:8][N:7]=3)=[O:21])=[N:27][C:26]=2[CH3:28])[N:30]=1)#[N:14]. (5) Given the reactants C[O:2][C:3]([CH:5]([CH2:10][CH2:11][CH2:12][CH2:13][CH2:14][CH2:15][O:16][C:17]1[CH:22]=[CH:21][C:20]([N+:23]([O-])=O)=[CH:19][CH:18]=1)[C:6](OC)=[O:7])=O.[Li+].[BH4-].CO, predict the reaction product. The product is: [NH2:23][C:20]1[CH:19]=[CH:18][C:17]([O:16][CH2:15][CH2:14][CH2:13][CH2:12][CH2:11][CH2:10][CH:5]([CH2:3][OH:2])[CH2:6][OH:7])=[CH:22][CH:21]=1. (6) Given the reactants [CH2:1]([C:3]1[CH:12]=[CH:11][C:6]2[N:7]=[C:8]([NH2:10])[S:9][C:5]=2[CH:4]=1)[CH3:2].[C:13]1([CH3:22])[CH:18]=[CH:17][C:16]([C:19](Cl)=[O:20])=[CH:15][CH:14]=1.Br[CH:24]([CH3:30])[C:25]([O:27]CC)=[O:26].COC1C=CC2N=C(N)SC=2C=1.ClC1C=C(C=CC=1)C(Cl)=O.BrCC(OCC)=O, predict the reaction product. The product is: [CH2:1]([C:3]1[CH:12]=[CH:11][C:6]2[N:7]([CH:24]([CH3:30])[C:25]([OH:27])=[O:26])[C:8](=[N:10][C:19](=[O:20])[C:16]3[CH:17]=[CH:18][C:13]([CH3:22])=[CH:14][CH:15]=3)[S:9][C:5]=2[CH:4]=1)[CH3:2]. (7) Given the reactants C[CH2:2][N:3](CC)CC.[C:8]([N:11]1[C:20]2[C:15](=[CH:16][C:17]([C:21]([NH2:23])=[O:22])=[CH:18][CH:19]=2)[C@H:14]([NH2:24])[C@@H:13]([CH3:25])[C@@H:12]1[CH:26]1[CH2:28][CH2:27]1)(=[O:10])[CH3:9].[CH3:29][N:30]1[C:34](=O)[CH2:33][CH2:32][CH2:31]1, predict the reaction product. The product is: [C:8]([N:11]1[C:20]2[C:15](=[CH:16][C:17]([C:21]([NH2:23])=[O:22])=[CH:18][CH:19]=2)[C@H:14]([NH:24][C:34]2[C:33]([C:2]#[N:3])=[CH:32][CH:31]=[CH:29][N:30]=2)[C@@H:13]([CH3:25])[C@@H:12]1[CH:26]1[CH2:27][CH2:28]1)(=[O:10])[CH3:9]. (8) Given the reactants [C:1]([C:3]1[CH:8]=[CH:7][C:6]([CH2:9][C:10]([OH:12])=[O:11])=[CH:5][CH:4]=1)#[N:2].[Br:13]N1C(=O)CCC1=O, predict the reaction product. The product is: [Br:13][C:5]1[CH:4]=[C:3]([C:1]#[N:2])[CH:8]=[CH:7][C:6]=1[CH2:9][C:10]([OH:12])=[O:11]. (9) Given the reactants Cl[C:2]1[CH:7]=[C:6]([O:8][C:9]2[CH:14]=[CH:13][C:12]([O:15][CH3:16])=[CH:11][CH:10]=2)[CH:5]=[CH:4][N:3]=1.[CH3:17][C:18]1[N:19]=[C:20]([NH2:23])[S:21][CH:22]=1.P([O-])([O-])([O-])=O.[K+].[K+].[K+].O, predict the reaction product. The product is: [CH3:16][O:15][C:12]1[CH:13]=[CH:14][C:9]([O:8][C:6]2[CH:5]=[CH:4][N:3]=[C:2]([NH:23][C:20]3[S:21][CH:22]=[C:18]([CH3:17])[N:19]=3)[CH:7]=2)=[CH:10][CH:11]=1. (10) Given the reactants Cl[C:2]1[C:3]2[CH:10]=[CH:9][S:8][C:4]=2[N:5]=[CH:6][N:7]=1.[C:11]([N:14]1[CH2:19][CH2:18][CH:17]([C:20]2[N:21]=[C:22]([NH:25][C:26]3[N:31]=[CH:30][C:29]([S:32]CCC(OC)=O)=[CH:28][C:27]=3[O:39][C:40]3[CH:45]=[CH:44][CH:43]=[CH:42][CH:41]=3)[S:23][CH:24]=2)[CH2:16][CH2:15]1)(=[O:13])[CH3:12].CC([O-])(C)C.[K+], predict the reaction product. The product is: [O:39]([C:27]1[C:26]([NH:25][C:22]2[S:23][CH:24]=[C:20]([CH:17]3[CH2:16][CH2:15][N:14]([C:11](=[O:13])[CH3:12])[CH2:19][CH2:18]3)[N:21]=2)=[N:31][CH:30]=[C:29]([S:32][C:2]2[C:3]3[CH:10]=[CH:9][S:8][C:4]=3[N:5]=[CH:6][N:7]=2)[CH:28]=1)[C:40]1[CH:41]=[CH:42][CH:43]=[CH:44][CH:45]=1.